This data is from Full USPTO retrosynthesis dataset with 1.9M reactions from patents (1976-2016). The task is: Predict the reactants needed to synthesize the given product. Given the product [NH2:26][C:25]1[C:13]2[C:14]([CH3:24])=[C:15]([C:17]([O:19][C:20]([CH3:23])([CH3:22])[CH3:21])=[O:18])[S:16][C:12]=2[NH:11][C:10](=[O:27])[N:9]=1, predict the reactants needed to synthesize it. The reactants are: C([NH:9][C:10](=[O:27])[NH:11][C:12]1[S:16][C:15]([C:17]([O:19][C:20]([CH3:23])([CH3:22])[CH3:21])=[O:18])=[C:14]([CH3:24])[C:13]=1[C:25]#[N:26])(=O)C1C=CC=CC=1.[OH-].[Na+].